From a dataset of Reaction yield outcomes from USPTO patents with 853,638 reactions. Predict the reaction yield, written as a fraction of the theoretical maximum amount of product (1.0 means a 100% yield; for example, 0.34 means a 34% yield). The reactants are [CH3:1][O:2][C:3](=[O:36])[C@H:4]([CH2:17][C:18]1[CH:23]=[CH:22][C:21]([NH:24][C:25](=[O:35])[C@H:26]([NH2:34])[CH2:27][C:28]2[CH:29]=[N:30][CH:31]=[CH:32][CH:33]=2)=[CH:20][CH:19]=1)[NH:5][C:6]([C:8]1[C:13]([CH3:14])=[CH:12][CH:11]=[CH:10][C:9]=1[CH2:15][CH3:16])=[S:7].[CH:37](=O)[C:38]1[CH:43]=[CH:42][CH:41]=[CH:40][CH:39]=1.[C:45](OC(=O)C)(=[O:47])[CH3:46]. The catalyst is ClCCl.C(OC)(OC)OC. The product is [CH3:1][O:2][C:3](=[O:36])[C@H:4]([CH2:17][C:18]1[CH:23]=[CH:22][C:21]([N:24]2[C:25](=[O:35])[C@@H:26]([CH2:27][C:28]3[CH:29]=[N:30][CH:31]=[CH:32][CH:33]=3)[N:34]([C:45](=[O:47])[CH3:46])[C@@H:37]2[C:38]2[CH:43]=[CH:42][CH:41]=[CH:40][CH:39]=2)=[CH:20][CH:19]=1)[NH:5][C:6]([C:8]1[C:13]([CH3:14])=[CH:12][CH:11]=[CH:10][C:9]=1[CH2:15][CH3:16])=[S:7]. The yield is 0.670.